Dataset: CYP2D6 inhibition data for predicting drug metabolism from PubChem BioAssay. Task: Regression/Classification. Given a drug SMILES string, predict its absorption, distribution, metabolism, or excretion properties. Task type varies by dataset: regression for continuous measurements (e.g., permeability, clearance, half-life) or binary classification for categorical outcomes (e.g., BBB penetration, CYP inhibition). Dataset: cyp2d6_veith. (1) The compound is CN1C(=O)C(=Cc2ccccc2Oc2ccc(Cl)c(F)c2)C(=O)N(C)C1=O. The result is 0 (non-inhibitor). (2) The molecule is CCCNC(=O)NS(=O)(=O)c1ccc(Cl)cc1. The result is 0 (non-inhibitor).